Task: Regression/Classification. Given a drug SMILES string, predict its absorption, distribution, metabolism, or excretion properties. Task type varies by dataset: regression for continuous measurements (e.g., permeability, clearance, half-life) or binary classification for categorical outcomes (e.g., BBB penetration, CYP inhibition). Dataset: hlm.. Dataset: Human liver microsome stability data (1) The compound is COc1cnc(-c2cncs2)c2[nH]cc(C(=O)C(=O)N3CCN(C(=O)c4ccccc4)CC3)c12. The result is 1 (stable in human liver microsomes). (2) The molecule is CS(=O)(=O)Nc1ccc2c(c1)S(=O)(=O)NC(C1=C(O)[C@@H]3[C@@H]4CC[C@@H](C4)[C@@H]3N(Cc3ccc(F)cc3)C1=O)=N2. The result is 0 (unstable in human liver microsomes). (3) The molecule is O=C(N[C@@H](Cn1ccnc1)c1ccc(Cl)cc1Cl)c1ccc(-c2nnc(-c3ccc(OCC(F)(F)F)cc3F)o2)cc1. The result is 0 (unstable in human liver microsomes). (4) The compound is CCOC(C(=O)Nc1ccnc2ccccc12)c1ccc(Cl)c(Cl)c1. The result is 1 (stable in human liver microsomes).